This data is from Reaction yield outcomes from USPTO patents with 853,638 reactions. The task is: Predict the reaction yield, written as a fraction of the theoretical maximum amount of product (1.0 means a 100% yield; for example, 0.34 means a 34% yield). The reactants are [NH2:1][CH2:2][C:3]1[N:4]=[N:5][N:6]([C:8]2[CH:9]=[C:10]([NH:14][C:15]([N:17]3[C@@H:23]4[CH2:24][N:20]([CH2:21][CH2:22]4)[C:19]4[CH:25]=[CH:26][C:27]([C:29]5[CH:34]=[CH:33][CH:32]=[C:31]([C:35]([F:38])([F:37])[F:36])[CH:30]=5)=[N:28][C:18]3=4)=[O:16])[CH:11]=[CH:12][CH:13]=2)[CH:7]=1.C(N(CC)CC)C.[CH:46]1[C:51]([N:52]=[C:53]=[S:54])=[CH:50][C:49]2[C:55]([O:57][C:58]3([C:68]4[CH:69]=[CH:70][C:71]([OH:73])=[CH:72][C:67]=4[O:66][C:60]4[CH:61]=[C:62]([OH:65])[CH:63]=[CH:64][C:59]3=4)[C:48]=2[CH:47]=1)=[O:56].CN(C=O)C. The catalyst is C(#N)C. The product is [OH:65][C:62]1[CH:63]=[CH:64][C:59]2[C:58]3([C:48]4[C:49](=[CH:50][C:51]([NH:52][C:53](=[S:54])[NH:1][CH2:2][C:3]5[N:4]=[N:5][N:6]([C:8]6[CH:9]=[C:10]([NH:14][C:15]([N:17]7[C@@H:23]8[CH2:24][N:20]([CH2:21][CH2:22]8)[C:19]8[CH:25]=[CH:26][C:27]([C:29]9[CH:34]=[CH:33][CH:32]=[C:31]([C:35]([F:38])([F:37])[F:36])[CH:30]=9)=[N:28][C:18]7=8)=[O:16])[CH:11]=[CH:12][CH:13]=6)[CH:7]=5)=[CH:46][CH:47]=4)[C:55](=[O:56])[O:57]3)[C:68]3[C:67]([O:66][C:60]=2[CH:61]=1)=[CH:72][C:71]([OH:73])=[CH:70][CH:69]=3. The yield is 0.580.